This data is from Reaction yield outcomes from USPTO patents with 853,638 reactions. The task is: Predict the reaction yield, written as a fraction of the theoretical maximum amount of product (1.0 means a 100% yield; for example, 0.34 means a 34% yield). (1) The reactants are [CH3:1][CH:2]([CH3:6])[C:3](=O)[CH3:4].[N+:7]([C:10]1[CH:15]=[CH:14][C:13]([N:16]2[CH2:21][CH2:20][NH:19][CH2:18][CH2:17]2)=[CH:12][CH:11]=1)([O-:9])=[O:8].C([BH3-])#N.[Na+].O. The catalyst is CO.C(O)(=O)C. The product is [CH3:4][CH:3]([N:19]1[CH2:20][CH2:21][N:16]([C:13]2[CH:12]=[CH:11][C:10]([N+:7]([O-:9])=[O:8])=[CH:15][CH:14]=2)[CH2:17][CH2:18]1)[CH:2]([CH3:6])[CH3:1]. The yield is 0.340. (2) The reactants are [O:1]=[C:2]1[C:11]2[CH:10]=[CH:9][CH:8]=[C:7]3[NH:12][CH:13]([C:21]4[CH:28]=[CH:27][C:24]([CH:25]=O)=[CH:23][CH:22]=4)[CH:14]([C:15]4[CH:20]=[CH:19][CH:18]=[CH:17][CH:16]=4)[C:5]([C:6]=23)=[N:4][NH:3]1.C(O)(=O)C.[N:33]1(C(OC(C)(C)C)=O)[CH2:38][CH2:37][NH:36][CH2:35][CH2:34]1.[BH-](OC(C)=O)(OC(C)=O)OC(C)=O.[Na+]. The catalyst is ClCCl. The product is [C:15]1([CH:14]2[C:5]3=[N:4][NH:3][C:2](=[O:1])[C:11]4[CH:10]=[CH:9][CH:8]=[C:7]([C:6]=43)[NH:12][CH:13]2[C:21]2[CH:22]=[CH:23][C:24]([CH2:25][N:33]3[CH2:38][CH2:37][NH:36][CH2:35][CH2:34]3)=[CH:27][CH:28]=2)[CH:20]=[CH:19][CH:18]=[CH:17][CH:16]=1. The yield is 0.460. (3) The reactants are [CH3:1][C:2]([CH3:14])([CH3:13])[C:3]#[C:4][C:5]1[S:9][C:8]([C:10]([OH:12])=[O:11])=[CH:7][CH:6]=1.[Li]CCCC.[I:20]I. The catalyst is C1COCC1. The product is [CH3:1][C:2]([CH3:14])([CH3:13])[C:3]#[C:4][C:5]1[S:9][C:8]([C:10]([OH:12])=[O:11])=[C:7]([I:20])[CH:6]=1. The yield is 0.650. (4) The reactants are [CH2:1]([N:8]([CH2:34][C:35]1[CH:40]=[CH:39][CH:38]=[CH:37][CH:36]=1)[C:9]1[N:14]=[CH:13][N:12]=[C:11]([NH:15][C:16]2[CH:17]=[C:18]([NH:23][C:24](=[O:30])[O:25][C:26]([CH3:29])([CH3:28])[CH3:27])[CH:19]=[C:20]([CH3:22])[CH:21]=2)[C:10]=1[N+:31]([O-])=O)[C:2]1[CH:7]=[CH:6][CH:5]=[CH:4][CH:3]=1.[NH4+].[Cl-]. The catalyst is C1COCC1.CO.O.[Fe]. The product is [NH2:31][C:10]1[C:11]([NH:15][C:16]2[CH:17]=[C:18]([NH:23][C:24](=[O:30])[O:25][C:26]([CH3:28])([CH3:27])[CH3:29])[CH:19]=[C:20]([CH3:22])[CH:21]=2)=[N:12][CH:13]=[N:14][C:9]=1[N:8]([CH2:34][C:35]1[CH:36]=[CH:37][CH:38]=[CH:39][CH:40]=1)[CH2:1][C:2]1[CH:3]=[CH:4][CH:5]=[CH:6][CH:7]=1. The yield is 0.920.